From a dataset of Peptide-MHC class I binding affinity with 185,985 pairs from IEDB/IMGT. Regression. Given a peptide amino acid sequence and an MHC pseudo amino acid sequence, predict their binding affinity value. This is MHC class I binding data. The peptide sequence is GSFRKICGF. The MHC is HLA-B46:01 with pseudo-sequence HLA-B46:01. The binding affinity (normalized) is 0.0847.